Dataset: HIV replication inhibition screening data with 41,000+ compounds from the AIDS Antiviral Screen. Task: Binary Classification. Given a drug SMILES string, predict its activity (active/inactive) in a high-throughput screening assay against a specified biological target. The molecule is CCC12CN3CCc4c([nH]c5ccccc45)C(C(=O)OC)(c4cc5c(cc4OC)N(C)C4C(O)(C(=O)OC)C(OC(C)=O)C6(CC)C=CCN7CCC54C76)CC(C3)C1O2.O=S(=O)(O)O. The result is 0 (inactive).